This data is from CYP2C19 inhibition data for predicting drug metabolism from PubChem BioAssay. The task is: Regression/Classification. Given a drug SMILES string, predict its absorption, distribution, metabolism, or excretion properties. Task type varies by dataset: regression for continuous measurements (e.g., permeability, clearance, half-life) or binary classification for categorical outcomes (e.g., BBB penetration, CYP inhibition). Dataset: cyp2c19_veith. (1) The drug is NC(=O)C1(NC(=O)[C@@H]2CC3(CC(c4cccc(NC(=O)[C@@H]5CCC(=O)N5)c4)=NO3)CN2C(=O)c2cnccn2)CC1. The result is 0 (non-inhibitor). (2) The result is 1 (inhibitor). The compound is C[C@@H](Cc1ccc(Cl)cc1Cl)NO.Cc1ccc(S(=O)(=O)O)cc1. (3) The molecule is COC(=O)[C@H]1[C@H](c2ccccc2)C(=O)[C@@]2(O)c3ccccc3O[C@@]12c1ccccc1. The result is 0 (non-inhibitor). (4) The molecule is COc1ccc(N(C)S(=O)(=O)c2c(C)[nH]c(=O)[nH]c2=O)cc1. The result is 0 (non-inhibitor). (5) The compound is CCn1c(-c2ccccc2Cl)nn(CC(=O)Nc2ccccc2OC)c1=S. The result is 1 (inhibitor). (6) The compound is CCOC(=O)CCN1C(=O)[C@H]2CC[C@@H]3/C(=N\NC(=O)OCc4ccccc4)C[C@@H](O)[C@@H](O)[C@@H]3[C@@H]2C1=O. The result is 0 (non-inhibitor). (7) The drug is C/C(=N\OC(=O)NC(C)C)c1sc(-c2ccc(Cl)cc2)nc1C. The result is 1 (inhibitor). (8) The drug is COc1cc2c(c(OC)c1OC)-c1ccc(O)c(=O)cc1[C@H](N)CC2. The result is 0 (non-inhibitor). (9) The drug is CC[C@H](C)[C@@H]1O[C@]2(CC[C@@H]1C)C[C@H]1C[C@H](C/C=C(/C)[C@@H](O[C@@H]3C[C@H](OC)[C@H](O[C@@H]4C[C@H](OC)[C@H](O)[C@H](C)O4)[C@H](C)O3)[C@@H](C)/C=C\C=C3CO[C@@H]4[C@@H](O)C(C)=C[C@@H](C(=O)O1)[C@]34O)O2. The result is 0 (non-inhibitor).